Dataset: Catalyst prediction with 721,799 reactions and 888 catalyst types from USPTO. Task: Predict which catalyst facilitates the given reaction. Reactant: B(Br)(Br)Br.[Br:5][C:6]1[C:11]([N+:12]([O-:14])=[O:13])=[CH:10][CH:9]=[CH:8][C:7]=1[O:15]C. Product: [Br:5][C:6]1[C:11]([N+:12]([O-:14])=[O:13])=[CH:10][CH:9]=[CH:8][C:7]=1[OH:15]. The catalyst class is: 2.